Dataset: Forward reaction prediction with 1.9M reactions from USPTO patents (1976-2016). Task: Predict the product of the given reaction. Given the reactants [NH:1]1[CH2:6][CH2:5][CH:4]([NH:7][C:8]([C:10]2[C:14]3[N:15]=[CH:16][N:17]=[C:18]([C:19]4[CH:24]=[C:23]([O:25][CH3:26])[CH:22]=[CH:21][C:20]=4[O:27][CH2:28][CH:29]4[CH2:31][CH2:30]4)[C:13]=3[NH:12][CH:11]=2)=[O:9])[CH2:3][CH2:2]1.[C:32](Cl)(=[O:34])[CH3:33], predict the reaction product. The product is: [C:32]([N:1]1[CH2:2][CH2:3][CH:4]([NH:7][C:8]([C:10]2[C:14]3[N:15]=[CH:16][N:17]=[C:18]([C:19]4[CH:24]=[C:23]([O:25][CH3:26])[CH:22]=[CH:21][C:20]=4[O:27][CH2:28][CH:29]4[CH2:30][CH2:31]4)[C:13]=3[NH:12][CH:11]=2)=[O:9])[CH2:5][CH2:6]1)(=[O:34])[CH3:33].